Dataset: HIV replication inhibition screening data with 41,000+ compounds from the AIDS Antiviral Screen. Task: Binary Classification. Given a drug SMILES string, predict its activity (active/inactive) in a high-throughput screening assay against a specified biological target. (1) The drug is NS(=O)(=O)c1ccc(Nc2c3ccccc3nc3c(C(=O)NCCCN(CCO)CCO)cccc23)cc1. The result is 0 (inactive). (2) The compound is O=C(Nc1ccc(Cl)cc1)NS(=O)(=O)c1coc2cc(F)ccc2c1=O. The result is 0 (inactive). (3) The compound is O=[N+]([O-])c1ccccc1SS(=O)(=O)c1ccc(Cl)cc1. The result is 0 (inactive). (4) The molecule is CCOC(=O)NC1=NCC(C)(C)S1. The result is 0 (inactive). (5) The compound is Cc1ccccc1C1=C(C(=O)Nc2ccc(Cl)c(Cl)c2)NC(=S)NC1N. The result is 0 (inactive).